Dataset: NCI-60 drug combinations with 297,098 pairs across 59 cell lines. Task: Regression. Given two drug SMILES strings and cell line genomic features, predict the synergy score measuring deviation from expected non-interaction effect. (1) Drug 1: C1CCC(C1)C(CC#N)N2C=C(C=N2)C3=C4C=CNC4=NC=N3. Drug 2: C1=CC(=CC=C1CCC2=CNC3=C2C(=O)NC(=N3)N)C(=O)NC(CCC(=O)O)C(=O)O. Cell line: EKVX. Synergy scores: CSS=6.70, Synergy_ZIP=-1.44, Synergy_Bliss=0.422, Synergy_Loewe=-0.313, Synergy_HSA=-0.572. (2) Drug 1: CCC1(CC2CC(C3=C(CCN(C2)C1)C4=CC=CC=C4N3)(C5=C(C=C6C(=C5)C78CCN9C7C(C=CC9)(C(C(C8N6C=O)(C(=O)OC)O)OC(=O)C)CC)OC)C(=O)OC)O.OS(=O)(=O)O. Drug 2: CNC(=O)C1=NC=CC(=C1)OC2=CC=C(C=C2)NC(=O)NC3=CC(=C(C=C3)Cl)C(F)(F)F. Cell line: MALME-3M. Synergy scores: CSS=-11.1, Synergy_ZIP=9.14, Synergy_Bliss=3.49, Synergy_Loewe=-11.6, Synergy_HSA=-11.6. (3) Drug 2: CN1C(=O)N2C=NC(=C2N=N1)C(=O)N. Cell line: UACC-257. Drug 1: C1=CC(=C2C(=C1NCCNCCO)C(=O)C3=C(C=CC(=C3C2=O)O)O)NCCNCCO. Synergy scores: CSS=10.5, Synergy_ZIP=1.07, Synergy_Bliss=7.16, Synergy_Loewe=-5.76, Synergy_HSA=2.49. (4) Drug 1: C(CN)CNCCSP(=O)(O)O. Drug 2: CC1C(C(CC(O1)OC2CC(CC3=C2C(=C4C(=C3O)C(=O)C5=CC=CC=C5C4=O)O)(C(=O)C)O)N)O. Cell line: NCI-H522. Synergy scores: CSS=46.1, Synergy_ZIP=4.77, Synergy_Bliss=6.51, Synergy_Loewe=-61.8, Synergy_HSA=6.30. (5) Drug 1: CN(C)N=NC1=C(NC=N1)C(=O)N. Drug 2: CCN(CC)CCCC(C)NC1=C2C=C(C=CC2=NC3=C1C=CC(=C3)Cl)OC. Cell line: T-47D. Synergy scores: CSS=2.28, Synergy_ZIP=-2.37, Synergy_Bliss=-3.83, Synergy_Loewe=-8.04, Synergy_HSA=-4.88. (6) Drug 1: C1CC(=O)NC(=O)C1N2CC3=C(C2=O)C=CC=C3N. Cell line: K-562. Synergy scores: CSS=0.724, Synergy_ZIP=-2.71, Synergy_Bliss=-4.51, Synergy_Loewe=-8.78, Synergy_HSA=-5.82. Drug 2: C(CCl)NC(=O)N(CCCl)N=O. (7) Drug 1: CC1=CC2C(CCC3(C2CCC3(C(=O)C)OC(=O)C)C)C4(C1=CC(=O)CC4)C. Drug 2: CC1=C(C(=O)C2=C(C1=O)N3CC4C(C3(C2COC(=O)N)OC)N4)N. Cell line: HT29. Synergy scores: CSS=40.8, Synergy_ZIP=3.52, Synergy_Bliss=5.59, Synergy_Loewe=-19.8, Synergy_HSA=4.98. (8) Drug 1: CCN(CC)CCNC(=O)C1=C(NC(=C1C)C=C2C3=C(C=CC(=C3)F)NC2=O)C. Drug 2: C1CNP(=O)(OC1)N(CCCl)CCCl. Cell line: NCI-H226. Synergy scores: CSS=-0.625, Synergy_ZIP=-0.0658, Synergy_Bliss=-1.69, Synergy_Loewe=-5.17, Synergy_HSA=-2.76. (9) Drug 2: C1CC(=O)NC(=O)C1N2C(=O)C3=CC=CC=C3C2=O. Synergy scores: CSS=1.77, Synergy_ZIP=0.576, Synergy_Bliss=2.33, Synergy_Loewe=-1.74, Synergy_HSA=0.180. Drug 1: C1=NC2=C(N=C(N=C2N1C3C(C(C(O3)CO)O)F)Cl)N. Cell line: SF-295.